Dataset: Reaction yield outcomes from USPTO patents with 853,638 reactions. Task: Predict the reaction yield, written as a fraction of the theoretical maximum amount of product (1.0 means a 100% yield; for example, 0.34 means a 34% yield). (1) The reactants are C([O:5][C:6]([C:8]1[NH:17][C:16]2[CH2:15][CH2:14][CH2:13][N:12]([CH2:18][CH2:19][N:20]3[CH2:24][CH2:23][CH2:22][CH2:21]3)[C:11](=[O:25])[C:10]=2[C:9]=1[CH3:26])=O)(C)(C)C.FC(F)(F)C(O)=O.C(OC(OCC)OCC)C.[OH-].[Na+]. The catalyst is ClCCl.O. The product is [CH3:26][C:9]1[C:10]2[C:11](=[O:25])[N:12]([CH2:18][CH2:19][N:20]3[CH2:24][CH2:23][CH2:22][CH2:21]3)[CH2:13][CH2:14][CH2:15][C:16]=2[NH:17][C:8]=1[CH:6]=[O:5]. The yield is 0.490. (2) The reactants are [NH:1]1[C:5]2[CH:6]=[CH:7][C:8]([C:10]3[NH:11][C:12]4[N:13]([N:17]=[CH:18][C:19]=4[C:20]([O:22]CC)=[O:21])[C:14](=[O:16])[CH:15]=3)=[CH:9][C:4]=2[N:3]=[N:2]1.[OH-].[Na+]. The catalyst is CS(C)=O.O. The product is [NH:1]1[C:5]2[CH:6]=[CH:7][C:8]([C:10]3[NH:11][C:12]4[N:13]([N:17]=[CH:18][C:19]=4[C:20]([OH:22])=[O:21])[C:14](=[O:16])[CH:15]=3)=[CH:9][C:4]=2[N:3]=[N:2]1. The yield is 0.610. (3) The reactants are [CH2:1]([O:3][C:4]1[CH:13]=[C:12]2[C:7]([CH:8]=[CH:9][CH:10]=[C:11]2[NH:14]C(=O)OC(C)(C)C)=[CH:6][CH:5]=1)[CH3:2].Cl.C(OC(C)C)(C)C. The catalyst is O1CCOCC1. The product is [CH2:1]([O:3][C:4]1[CH:13]=[C:12]2[C:7]([CH:8]=[CH:9][CH:10]=[C:11]2[NH2:14])=[CH:6][CH:5]=1)[CH3:2]. The yield is 0.863. (4) The reactants are C1C(=O)N([Cl:8])C(=O)C1.C1(P(C2C=CC=CC=2)C2C=CC=CC=2)C=CC=CC=1.[F:28][C:29]1[C:34]([F:35])=[CH:33][CH:32]=[CH:31][C:30]=1[C@@H:36]1[CH2:46][CH2:45][C@@H:44]([O:47][Si:48]([CH:55]([CH3:57])[CH3:56])([CH:52]([CH3:54])[CH3:53])[CH:49]([CH3:51])[CH3:50])[C:39]2=[N:40][CH:41]=[CH:42][CH:43]=[C:38]2[C@H:37]1O. The catalyst is O1CCCC1. The product is [Cl:8][C@H:37]1[C:38]2[C:39](=[N:40][CH:41]=[CH:42][CH:43]=2)[C@H:44]([O:47][Si:48]([CH:55]([CH3:57])[CH3:56])([CH:52]([CH3:54])[CH3:53])[CH:49]([CH3:51])[CH3:50])[CH2:45][CH2:46][C@H:36]1[C:30]1[CH:31]=[CH:32][CH:33]=[C:34]([F:35])[C:29]=1[F:28]. The yield is 0.830. (5) The reactants are [OH:1][C:2]1[C:10]([OH:11])=[CH:9][CH:8]=[CH:7][C:3]=1[C:4]([OH:6])=O.[Si](Cl)(C)(C)C.CCN=C=NCCCN(C)C.[NH2:28][CH2:29][CH2:30][CH2:31][CH2:32][NH:33][C:34](=[O:60])[CH2:35][C@@H:36]1[N:42]=[C:41]([C:43]2[CH:48]=[CH:47][C:46]([Cl:49])=[CH:45][CH:44]=2)[C:40]2[CH:50]=[C:51]([O:54][CH3:55])[CH:52]=[CH:53][C:39]=2[N:38]2[C:56]([CH3:59])=[N:57][N:58]=[C:37]12. The catalyst is C(Cl)Cl.CN(C1C=CN=CC=1)C. The product is [Cl:49][C:46]1[CH:47]=[CH:48][C:43]([C:41]2[C:40]3[CH:50]=[C:51]([O:54][CH3:55])[CH:52]=[CH:53][C:39]=3[N:38]3[C:56]([CH3:59])=[N:57][N:58]=[C:37]3[C@H:36]([CH2:35][C:34]([NH:33][CH2:32][CH2:31][CH2:30][CH2:29][NH:28][C:4](=[O:6])[C:3]3[CH:7]=[CH:8][CH:9]=[C:10]([OH:11])[C:2]=3[OH:1])=[O:60])[N:42]=2)=[CH:44][CH:45]=1. The yield is 0.387.